From a dataset of Full USPTO retrosynthesis dataset with 1.9M reactions from patents (1976-2016). Predict the reactants needed to synthesize the given product. (1) Given the product [CH3:22][C:11]1([CH2:10][CH2:9][CH2:8][NH:7][CH3:23])[CH2:20][C:19]2[C:14](=[CH:15][CH:16]=[CH:17][CH:18]=2)[N:13]([C:36]2[CH:37]=[C:38]([CH3:39])[CH:33]=[CH:34][CH:35]=2)[C:12]1=[O:21], predict the reactants needed to synthesize it. The reactants are: C(OC(=O)[N:7]([CH3:23])[CH2:8][CH2:9][CH2:10][C:11]1([CH3:22])[CH2:20][CH:19]2[CH:14]([CH:15]=[CH:16][CH:17]=[CH:18]2)[NH:13][C:12]1=[O:21])(C)(C)C.CNCCCC1[CH2:39][C:38]2[C:33](=[CH:34][CH:35]=[CH:36][CH:37]=2)N([C:35]2[CH:36]=[CH:37][C:38]([CH3:39])=[CH:33][CH:34]=2)C1=O. (2) Given the product [OH:8][C:6]1[CH:5]=[CH:4][N:3]=[C:2]([N:12]2[CH2:11][CH2:10][N:9]([C:15]([O:17][C:18]([CH3:21])([CH3:20])[CH3:19])=[O:16])[CH2:14][CH2:13]2)[CH:7]=1, predict the reactants needed to synthesize it. The reactants are: Cl[C:2]1[CH:7]=[C:6]([OH:8])[CH:5]=[CH:4][N:3]=1.[N:9]1([C:15]([O:17][C:18]([CH3:21])([CH3:20])[CH3:19])=[O:16])[CH2:14][CH2:13][NH:12][CH2:11][CH2:10]1. (3) Given the product [Cl:9][C:10]1[C:15]2[CH:16]=[CH:17][N:1]([CH:2]3[CH2:5][C:4]([CH2:7][OH:8])([OH:6])[CH2:3]3)[C:14]=2[N:13]=[CH:12][N:11]=1, predict the reactants needed to synthesize it. The reactants are: [NH2:1][CH:2]1[CH2:5][C:4]([CH2:7][OH:8])([OH:6])[CH2:3]1.[Cl:9][C:10]1[C:15]([CH2:16][CH:17]=O)=[C:14](Cl)[N:13]=[CH:12][N:11]=1.C(N(C(C)C)CC)(C)C.FC(F)(F)C(O)=O.C(=O)([O-])O.[Na+]. (4) Given the product [C:11]1([CH:9]([N:8]2[C:6]3=[N:7][C:2]([C:43]4[CH:42]=[CH:41][CH:40]=[C:21]5[C:26]=4[CH:25]=[CH:24][CH:23]=[N:22]5)=[CH:3][CH:4]=[C:5]3[NH:17][C:50]2=[O:49])[CH3:10])[CH:16]=[CH:15][CH:14]=[CH:13][CH:12]=1, predict the reactants needed to synthesize it. The reactants are: Cl[C:2]1[N:7]=[C:6]([NH:8][CH:9]([C:11]2[CH:16]=[CH:15][CH:14]=[CH:13][CH:12]=2)[CH3:10])[C:5]([N+:17]([O-])=O)=[CH:4][CH:3]=1.Cl[C:21]1[C:26]([N+]([O-])=O)=[CH:25][CH:24]=[C:23](Cl)[N:22]=1.C(N(C(C)C)CC)(C)C.[C:40]1(C(N)C)C=C[CH:43]=[CH:42][CH:41]=1.[O:49]1CCC[CH2:50]1. (5) Given the product [CH3:1][O:2][C:3]1[CH:4]=[CH:5][C:6]([CH2:7][N:8]2[CH2:13][CH2:12][N:11]([CH2:14][C:15]3[N:16]=[CH:17][C:18]([NH2:21])=[CH:19][CH:20]=3)[CH2:10][CH2:9]2)=[CH:24][CH:25]=1, predict the reactants needed to synthesize it. The reactants are: [CH3:1][O:2][C:3]1[CH:25]=[CH:24][C:6]([CH2:7][N:8]2[CH2:13][CH2:12][N:11]([CH2:14][C:15]3[CH:20]=[CH:19][C:18]([N+:21]([O-])=O)=[CH:17][N:16]=3)[CH2:10][CH2:9]2)=[CH:5][CH:4]=1.